From a dataset of Full USPTO retrosynthesis dataset with 1.9M reactions from patents (1976-2016). Predict the reactants needed to synthesize the given product. (1) Given the product [CH2:16]([CH:15]1[C:17]2[C:11](=[CH:10][CH:9]=[CH:8][CH:18]=2)[C:12](=[O:13])[O:14]1)[CH2:2][CH2:3][CH3:5], predict the reactants needed to synthesize it. The reactants are: O[CH2:2][CH:3]([CH2:5]O)O.O[C:8]1[CH:18]=[CH:17][C:11]([C:12]([O:14][CH2:15][CH3:16])=[O:13])=[CH:10][CH:9]=1. (2) Given the product [C:16]([C:14]1[CH:13]=[C:12]([C:20](=[O:22])[NH2:21])[C:11]([O:23][CH3:24])=[C:10]([NH:9][C:8](=[O:25])[NH:26][C:27]2[C:36]3[C:31](=[CH:32][CH:33]=[CH:34][CH:35]=3)[C:30]([O:37][C:38]3[CH:43]=[CH:42][N:41]=[C:40]([NH:44][C:45]4[CH:46]=[C:47]([CH:61]=[C:62]([C:64]#[CH:65])[CH:63]=4)[C:48]([NH:50][CH2:51][CH2:52][O:53][CH2:54][CH2:55][O:56][CH2:57][CH2:58][O:59][CH3:60])=[O:49])[CH:39]=3)=[CH:29][CH:28]=2)[CH:15]=1)([CH3:17])([CH3:18])[CH3:19], predict the reactants needed to synthesize it. The reactants are: C1(O[C:8](=[O:25])[NH:9][C:10]2[CH:15]=[C:14]([C:16]([CH3:19])([CH3:18])[CH3:17])[CH:13]=[C:12]([C:20](=[O:22])[NH2:21])[C:11]=2[O:23][CH3:24])C=CC=CC=1.[NH2:26][C:27]1[C:36]2[C:31](=[CH:32][CH:33]=[CH:34][CH:35]=2)[C:30]([O:37][C:38]2[CH:43]=[CH:42][N:41]=[C:40]([NH:44][C:45]3[CH:46]=[C:47]([CH:61]=[C:62]([C:64]#[CH:65])[CH:63]=3)[C:48]([NH:50][CH2:51][CH2:52][O:53][CH2:54][CH2:55][O:56][CH2:57][CH2:58][O:59][CH3:60])=[O:49])[CH:39]=2)=[CH:29][CH:28]=1.CCN(CC)CC.